Dataset: Choline transporter screen with 302,306 compounds. Task: Binary Classification. Given a drug SMILES string, predict its activity (active/inactive) in a high-throughput screening assay against a specified biological target. (1) The drug is S(=O)(=O)(N(CC)CC)c1cc(NC(=O)C2CCCCC2)c(N2CCCC2)cc1. The result is 0 (inactive). (2) The molecule is Clc1cc2[nH]c(SCC(=O)NCCc3ccc(F)cc3)nc2nc1. The result is 0 (inactive). (3) The compound is S=c1n(CCCC(=O)N2CCN(CC2)C(OCC)=O)c(=O)c2c([nH]1)cccc2. The result is 1 (active).